This data is from Forward reaction prediction with 1.9M reactions from USPTO patents (1976-2016). The task is: Predict the product of the given reaction. Given the reactants [Br:1][C:2]1[CH:3]=[C:4]2[C:11]3([C:15](=[O:16])[NH:14][C:13](=O)[NH:12]3)[CH2:10][CH:9]([C:18]3[CH:23]=[CH:22][CH:21]=[C:20]([Cl:24])[CH:19]=3)[O:8][C:5]2=[CH:6][CH:7]=1.COC1C=CC(P2(SP(C3C=CC(OC)=CC=3)(=S)S2)=[S:34])=CC=1, predict the reaction product. The product is: [Br:1][C:2]1[CH:3]=[C:4]2[C:11]3([C:15](=[O:16])[NH:14][C:13](=[S:34])[NH:12]3)[CH2:10][CH:9]([C:18]3[CH:23]=[CH:22][CH:21]=[C:20]([Cl:24])[CH:19]=3)[O:8][C:5]2=[CH:6][CH:7]=1.